From a dataset of Tyrosyl-DNA phosphodiesterase HTS with 341,365 compounds. Binary Classification. Given a drug SMILES string, predict its activity (active/inactive) in a high-throughput screening assay against a specified biological target. (1) The molecule is O=C(NC1CCCCCC1)Cn1cccc1. The result is 0 (inactive). (2) The molecule is O(\N=C(/N)c1cccnc1)C(=O)Cc1ccccc1. The result is 0 (inactive). (3) The drug is S(c1oc(nn1)c1c2c(ccc1)cccc2)CC#CCOC(=O)C1CCC1. The result is 0 (inactive).